Dataset: Full USPTO retrosynthesis dataset with 1.9M reactions from patents (1976-2016). Task: Predict the reactants needed to synthesize the given product. (1) Given the product [CH3:1][CH:2]([C:13]1[CH:14]=[CH:15][C:16]([CH2:19][O:20][CH2:21][CH2:22][O:23][CH2:24][CH2:25][O:26][CH2:27][CH2:28][O:29][CH2:30][CH2:31][OH:32])=[CH:17][CH:18]=1)[CH2:3][CH2:4][CH2:5][CH2:6][CH2:7][CH2:8][CH2:9][CH2:10][CH2:11][CH3:12], predict the reactants needed to synthesize it. The reactants are: [CH3:1][CH:2]([C:13]1[CH:18]=[CH:17][C:16]([CH2:19][O:20][CH2:21][CH2:22][O:23][CH2:24][CH2:25][O:26][CH2:27][CH2:28][O:29][CH2:30][CH2:31][O:32]C2CCCCO2)=[CH:15][CH:14]=1)[CH2:3][CH2:4][CH2:5][CH2:6][CH2:7][CH2:8][CH2:9][CH2:10][CH2:11][CH3:12].CC1C=CC(S(O)(=O)=O)=CC=1.O. (2) Given the product [Br:1][C:2]1[C:3]([CH3:12])=[N:4][N:5]([CH2:8][C:9]([N:13]2[CH2:16][CH:15]([OH:17])[CH2:14]2)=[O:11])[C:6]=1[CH3:7], predict the reactants needed to synthesize it. The reactants are: [Br:1][C:2]1[C:3]([CH3:12])=[N:4][N:5]([CH2:8][C:9]([OH:11])=O)[C:6]=1[CH3:7].[NH:13]1[CH2:16][CH:15]([OH:17])[CH2:14]1.C1C=CC2N(O)N=NC=2C=1.C(Cl)CCl.C(N(C(C)C)C(C)C)C. (3) Given the product [Br:3][C:4]1[CH:9]=[N:8][CH:7]=[C:6]([CH2:10][O:11][CH2:13][C:14]2[CH:19]=[CH:18][C:17]([O:20][CH3:21])=[CH:16][CH:15]=2)[CH:5]=1, predict the reactants needed to synthesize it. The reactants are: [H-].[Na+].[Br:3][C:4]1[CH:5]=[C:6]([CH2:10][OH:11])[CH:7]=[N:8][CH:9]=1.Cl[CH2:13][C:14]1[CH:19]=[CH:18][C:17]([O:20][CH3:21])=[CH:16][CH:15]=1. (4) Given the product [F:21][C:9]1[CH:10]=[C:11]([CH:19]=[CH:20][C:8]=1[N:1]1[CH2:6][CH2:5][NH:4][CH2:3][CH2:2]1)[CH2:12][NH:13][C:14]([CH:16]1[CH2:17][CH2:18]1)=[O:15], predict the reactants needed to synthesize it. The reactants are: [NH:1]1[CH2:6][CH2:5][NH:4][CH2:3][CH2:2]1.Cl[C:8]1[CH:20]=[CH:19][C:11]([CH2:12][NH:13][C:14]([CH:16]2[CH2:18][CH2:17]2)=[O:15])=[CH:10][C:9]=1[F:21].CC(C1C=C(C(C)C)C(C2C=CC=CC=2P(C2CCCCC2)C2CCCCC2)=C(C(C)C)C=1)C.CC(C)([O-])C.[Na+]. (5) The reactants are: [Cl:1][C:2]1[CH:7]=[CH:6][C:5]([C:8]2[N:9]=[C:10]([C:13]([OH:15])=O)[S:11][CH:12]=2)=[CH:4][CH:3]=1.C1N=CN(C(N2C=NC=C2)=O)C=1.[Br:28][C:29]1[CH:30]=[C:31]([CH:35]=[CH:36][C:37]=1[O:38][CH3:39])[CH2:32][CH2:33][NH2:34]. Given the product [Br:28][C:29]1[CH:30]=[C:31]([CH2:32][CH2:33][NH:34][C:13]([C:10]2[S:11][CH:12]=[C:8]([C:5]3[CH:4]=[CH:3][C:2]([Cl:1])=[CH:7][CH:6]=3)[N:9]=2)=[O:15])[CH:35]=[CH:36][C:37]=1[O:38][CH3:39], predict the reactants needed to synthesize it. (6) Given the product [CH3:21][C:22]1[CH:23]=[N:24][N:25]([C:2]2[S:10][C:9]3[C:4](=[N:5][CH:6]=[CH:7][C:8]=3[O:11][C:12]3[CH:17]=[CH:16][C:15]([N+:18]([O-:20])=[O:19])=[CH:14][CH:13]=3)[CH:3]=2)[CH:26]=1, predict the reactants needed to synthesize it. The reactants are: Br[C:2]1[S:10][C:9]2[C:4](=[N:5][CH:6]=[CH:7][C:8]=2[O:11][C:12]2[CH:17]=[CH:16][C:15]([N+:18]([O-:20])=[O:19])=[CH:14][CH:13]=2)[CH:3]=1.[CH3:21][C:22]1[CH:23]=[N:24][NH:25][CH:26]=1.CN[C@@H]1CCCC[C@H]1NC.C([O-])([O-])=O.[K+].[K+].[N].[N].